From a dataset of NCI-60 drug combinations with 297,098 pairs across 59 cell lines. Regression. Given two drug SMILES strings and cell line genomic features, predict the synergy score measuring deviation from expected non-interaction effect. (1) Drug 1: CC1=C2C(C(=O)C3(C(CC4C(C3C(C(C2(C)C)(CC1OC(=O)C(C(C5=CC=CC=C5)NC(=O)C6=CC=CC=C6)O)O)OC(=O)C7=CC=CC=C7)(CO4)OC(=O)C)O)C)OC(=O)C. Drug 2: CC1CCCC2(C(O2)CC(NC(=O)CC(C(C(=O)C(C1O)C)(C)C)O)C(=CC3=CSC(=N3)C)C)C. Cell line: HOP-62. Synergy scores: CSS=56.7, Synergy_ZIP=-4.15, Synergy_Bliss=-5.34, Synergy_Loewe=1.78, Synergy_HSA=2.82. (2) Drug 1: CNC(=O)C1=CC=CC=C1SC2=CC3=C(C=C2)C(=NN3)C=CC4=CC=CC=N4. Drug 2: C1=CC(=CC=C1CCC2=CNC3=C2C(=O)NC(=N3)N)C(=O)NC(CCC(=O)O)C(=O)O. Cell line: HOP-62. Synergy scores: CSS=27.8, Synergy_ZIP=-2.50, Synergy_Bliss=5.40, Synergy_Loewe=-9.87, Synergy_HSA=3.15. (3) Drug 1: C1=CN(C(=O)N=C1N)C2C(C(C(O2)CO)O)O.Cl. Drug 2: C1=CC=C(C(=C1)C(C2=CC=C(C=C2)Cl)C(Cl)Cl)Cl. Cell line: COLO 205. Synergy scores: CSS=28.5, Synergy_ZIP=-0.695, Synergy_Bliss=-4.48, Synergy_Loewe=-33.1, Synergy_HSA=-4.66. (4) Drug 1: CC1=C2C(C(=O)C3(C(CC4C(C3C(C(C2(C)C)(CC1OC(=O)C(C(C5=CC=CC=C5)NC(=O)OC(C)(C)C)O)O)OC(=O)C6=CC=CC=C6)(CO4)OC(=O)C)OC)C)OC. Drug 2: C1C(C(OC1N2C=NC(=NC2=O)N)CO)O. Cell line: HOP-62. Synergy scores: CSS=42.0, Synergy_ZIP=-5.33, Synergy_Bliss=-6.86, Synergy_Loewe=-15.6, Synergy_HSA=-4.58. (5) Synergy scores: CSS=61.2, Synergy_ZIP=0.124, Synergy_Bliss=0.653, Synergy_Loewe=-23.1, Synergy_HSA=2.73. Cell line: 786-0. Drug 2: C1=CC(=C2C(=C1NCCNCCO)C(=O)C3=C(C=CC(=C3C2=O)O)O)NCCNCCO. Drug 1: C1CC(=O)NC(=O)C1N2CC3=C(C2=O)C=CC=C3N. (6) Drug 1: C1CCC(CC1)NC(=O)N(CCCl)N=O. Synergy scores: CSS=0.737, Synergy_ZIP=-3.71, Synergy_Bliss=-6.89, Synergy_Loewe=-8.66, Synergy_HSA=-7.47. Cell line: M14. Drug 2: C(CC(=O)O)C(=O)CN.Cl.